This data is from Full USPTO retrosynthesis dataset with 1.9M reactions from patents (1976-2016). The task is: Predict the reactants needed to synthesize the given product. (1) Given the product [CH2:15]([N:22]1[CH2:27][CH2:26][N:25]([CH2:2][C:3]2[N:4]=[N:5][C:6]3[C:7](=[C:9]([NH2:14])[N:10]=[C:11]([NH2:13])[N:12]=3)[N:8]=2)[CH2:24][CH2:23]1)[C:16]1[CH:17]=[CH:18][CH:19]=[CH:20][CH:21]=1, predict the reactants needed to synthesize it. The reactants are: Cl[CH2:2][C:3]1[N:4]=[N:5][C:6]2[C:7](=[C:9]([NH2:14])[N:10]=[C:11]([NH2:13])[N:12]=2)[N:8]=1.[CH2:15]([N:22]1[CH2:27][CH2:26][NH:25][CH2:24][CH2:23]1)[C:16]1[CH:21]=[CH:20][CH:19]=[CH:18][CH:17]=1. (2) The reactants are: [CH2:1]([S:3][C:4]1[N:8]([CH2:9][C:10]2[CH:15]=[CH:14][C:13]([N+:16]([O-])=O)=[C:12]([CH3:19])[CH:11]=2)[N:7]=[C:6]([C:20]([F:23])([F:22])[F:21])[N:5]=1)[CH3:2].O.O.[Sn](Cl)Cl.Cl. Given the product [CH2:1]([S:3][C:4]1[N:8]([CH2:9][C:10]2[CH:15]=[CH:14][C:13]([NH2:16])=[C:12]([CH3:19])[CH:11]=2)[N:7]=[C:6]([C:20]([F:22])([F:23])[F:21])[N:5]=1)[CH3:2], predict the reactants needed to synthesize it. (3) Given the product [Cl:1][C:2]1[CH:27]=[CH:26][C:5]([CH2:6][CH:7]2[C:16]3[C:11](=[CH:12][CH:13]=[C:14]([O:17][CH:59]([F:69])[F:68])[CH:15]=3)[CH2:10][CH2:9][CH:8]2[NH:18][C:19](=[O:25])[O:20][C:21]([CH3:22])([CH3:23])[CH3:24])=[CH:4][CH:3]=1, predict the reactants needed to synthesize it. The reactants are: [Cl:1][C:2]1[CH:27]=[CH:26][C:5]([CH2:6][CH:7]2[C:16]3[C:11](=[CH:12][CH:13]=[C:14]([OH:17])[CH:15]=3)[CH2:10][CH2:9][CH:8]2[NH:18][C:19](=[O:25])[O:20][C:21]([CH3:24])([CH3:23])[CH3:22])=[CH:4][CH:3]=1.ClC1C=C(C=CC=1Cl)CC1C2C(=CC=C(O)C=2)CCC1NC(=O)OC(C)(C)C.[OH-].[K+].Cl[C:59]([F:69])([F:68])C(C1C=CC=CC=1)=O. (4) The reactants are: [F:1][C:2]([F:9])([F:8])[CH2:3][CH2:4][C:5](O)=[O:6].[CH3:10][CH:11]([CH3:29])[CH2:12][CH2:13][NH:14][C:15]([C:17]1[N:18]=[N:19][C:20]([N:23]2[CH2:28][CH2:27][NH:26][CH2:25][CH2:24]2)=[CH:21][CH:22]=1)=[O:16]. Given the product [CH3:10][CH:11]([CH3:29])[CH2:12][CH2:13][NH:14][C:15]([C:17]1[N:18]=[N:19][C:20]([N:23]2[CH2:28][CH2:27][N:26]([C:5](=[O:6])[CH2:4][CH2:3][C:2]([F:9])([F:8])[F:1])[CH2:25][CH2:24]2)=[CH:21][CH:22]=1)=[O:16], predict the reactants needed to synthesize it.